From a dataset of Forward reaction prediction with 1.9M reactions from USPTO patents (1976-2016). Predict the product of the given reaction. (1) The product is: [C:1]1([C:7]([NH:9][C:10]2[CH:11]=[CH:12][C:13]([CH:16]3[C:25]([CH3:27])([CH3:26])[CH2:24][C:23]4[C:18](=[CH:19][CH:20]=[C:21]([C:28]([OH:30])=[O:29])[CH:22]=4)[NH:17]3)=[CH:14][CH:15]=2)=[O:8])[CH2:6][CH2:5][CH2:4][CH2:3][CH:2]=1. Given the reactants [C:1]1([C:7]([NH:9][C:10]2[CH:15]=[CH:14][C:13]([CH:16]3[C:25]([CH3:27])([CH3:26])[CH2:24][C:23]4[C:18](=[CH:19][CH:20]=[C:21]([C:28]([O:30]C)=[O:29])[CH:22]=4)[NH:17]3)=[CH:12][CH:11]=2)=[O:8])[CH2:6][CH2:5][CH2:4][CH2:3][CH:2]=1.[OH-].[Na+], predict the reaction product. (2) Given the reactants Br[C:2]1[CH:7]=[C:6]([CH2:8][OH:9])[C:5]([F:10])=[CH:4][N:3]=1.[CH3:11][N:12](C)C=O, predict the reaction product. The product is: [F:10][C:5]1[C:6]([CH2:8][OH:9])=[CH:7][C:2]([C:11]#[N:12])=[N:3][CH:4]=1. (3) Given the reactants [F:1][C:2]1[CH:3]=[C:4]([C@H:8]2[CH2:12][N:11]([CH2:13][C:14]([F:17])([F:16])[F:15])[CH2:10][C@@H:9]2[NH2:18])[CH:5]=[CH:6][CH:7]=1.[C:19]1([N:25]2[C:29]([NH:30][C:31](=O)[O:32]C3C=CC=CC=3)=[C:28]3[CH2:40][CH2:41][CH2:42][C:27]3=[N:26]2)[CH:24]=[CH:23][CH:22]=[CH:21][CH:20]=1.CCN(C(C)C)C(C)C, predict the reaction product. The product is: [F:1][C:2]1[CH:3]=[C:4]([C@H:8]2[CH2:12][N:11]([CH2:13][C:14]([F:15])([F:16])[F:17])[CH2:10][C@@H:9]2[NH:18][C:31]([NH:30][C:29]2[N:25]([C:19]3[CH:20]=[CH:21][CH:22]=[CH:23][CH:24]=3)[N:26]=[C:27]3[CH2:42][CH2:41][CH2:40][C:28]=23)=[O:32])[CH:5]=[CH:6][CH:7]=1. (4) Given the reactants [F:1][C:2]1[CH:7]=[CH:6][C:5]([N:8]2[C:11](=[O:12])[C@H:10]([S:13]SC3C([N+]([O-])=O)=CC=CN=3)[C@H:9]2[C:24]2[CH:38]=[CH:37][C:27]([O:28][CH2:29][C:30]([O:32]C(C)(C)C)=[O:31])=[CH:26][CH:25]=2)=[CH:4][CH:3]=1.C1(P(C2C=CC=CC=2)C2C=CC=CC=2)C=CC=CC=1.C(N(CC)CC)C.Br[CH2:66][C:67]([C:69]1[CH:78]=[CH:77][C:72]2[O:73][CH2:74][CH2:75][O:76][C:71]=2[CH:70]=1)=[O:68], predict the reaction product. The product is: [O:73]1[C:72]2[CH:77]=[CH:78][C:69]([C:67](=[O:68])[CH2:66][S:13][C@H:10]3[C:11](=[O:12])[N:8]([C:5]4[CH:4]=[CH:3][C:2]([F:1])=[CH:7][CH:6]=4)[C@@H:9]3[C:24]3[CH:38]=[CH:37][C:27]([O:28][CH2:29][C:30]([OH:32])=[O:31])=[CH:26][CH:25]=3)=[CH:70][C:71]=2[O:76][CH2:75][CH2:74]1.